From a dataset of Forward reaction prediction with 1.9M reactions from USPTO patents (1976-2016). Predict the product of the given reaction. Given the reactants [C:1]([O:5][C:6]([CH2:8][O:9][C:10]1[CH:11]=[C:12]([C:16](=[O:29])[CH2:17][CH2:18][C:19]2[CH:24]=[CH:23][C:22]([O:25][CH3:26])=[C:21]([O:27][CH3:28])[CH:20]=2)[CH:13]=[CH:14][CH:15]=1)=[O:7])([CH3:4])([CH3:3])[CH3:2].B(Cl)([C@@H]1[C@@H](C)[C@H]2C(C)(C)[C@@H](C2)C1)[C@@H]1[C@@H](C)[C@@H]2C(C)(C)[C@@H](C2)C1, predict the reaction product. The product is: [C:1]([O:5][C:6]([CH2:8][O:9][C:10]1[CH:11]=[C:12]([CH:16]([OH:29])[CH2:17][CH2:18][C:19]2[CH:24]=[CH:23][C:22]([O:25][CH3:26])=[C:21]([O:27][CH3:28])[CH:20]=2)[CH:13]=[CH:14][CH:15]=1)=[O:7])([CH3:3])([CH3:4])[CH3:2].